This data is from Peptide-MHC class II binding affinity with 134,281 pairs from IEDB. The task is: Regression. Given a peptide amino acid sequence and an MHC pseudo amino acid sequence, predict their binding affinity value. This is MHC class II binding data. (1) The MHC is DRB1_0301 with pseudo-sequence DRB1_0301. The binding affinity (normalized) is 0.654. The peptide sequence is ILSITISEDGSMSIK. (2) The MHC is DRB1_1501 with pseudo-sequence DRB1_1501. The peptide sequence is NTLYLQMNSLRAEDT. The binding affinity (normalized) is 0.599. (3) The peptide sequence is PLTKKGNVWEVKSSK. The MHC is DRB1_0802 with pseudo-sequence DRB1_0802. The binding affinity (normalized) is 0.544.